This data is from Forward reaction prediction with 1.9M reactions from USPTO patents (1976-2016). The task is: Predict the product of the given reaction. (1) Given the reactants [C:1]([C:4]1[CH:9]=[CH:8][C:7]([NH:10][C:11]([NH:13][C:14]2[C:15]([NH:25][CH2:26][CH2:27][CH2:28][OH:29])=[C:16]([CH:21]=[CH:22][C:23]=2[Cl:24])[C:17]([O:19][CH3:20])=[O:18])=S)=[C:6]([CH3:30])[CH:5]=1)(=[O:3])[NH2:2].Cl.C(N=C=NCCCN(C)C)C.C(N(CC)CC)C, predict the reaction product. The product is: [C:1]([C:4]1[CH:9]=[CH:8][C:7]([NH:10][C:11]2[N:25]([CH2:26][CH2:27][CH2:28][OH:29])[C:15]3[C:16]([C:17]([O:19][CH3:20])=[O:18])=[CH:21][CH:22]=[C:23]([Cl:24])[C:14]=3[N:13]=2)=[C:6]([CH3:30])[CH:5]=1)(=[O:3])[NH2:2]. (2) The product is: [CH2:1]([N:8]1[C:16]2[CH2:15][CH2:14][N:13]([CH2:31][CH2:32][CH2:33][OH:34])[CH2:12][C:11]=2[C:10]([C:17]2[CH:18]=[CH:19][C:20]([Cl:23])=[CH:21][CH:22]=2)=[CH:9]1)[C:2]1[CH:3]=[CH:4][CH:5]=[CH:6][CH:7]=1. Given the reactants [CH2:1]([N:8]1[C:16]2[CH2:15][CH2:14][NH:13][CH2:12][C:11]=2[C:10]([C:17]2[CH:22]=[CH:21][C:20]([Cl:23])=[CH:19][CH:18]=2)=[CH:9]1)[C:2]1[CH:7]=[CH:6][CH:5]=[CH:4][CH:3]=1.C([O-])([O-])=O.[Cs+].[Cs+].Br[CH2:31][CH2:32][CH2:33][OH:34], predict the reaction product. (3) Given the reactants CN(C(ON1N=NC2C=CC=NC1=2)=[N+](C)C)C.F[P-](F)(F)(F)(F)F.CCN(C(C)C)C(C)C.[CH3:34][C:35]1[CH:36]=[N:37][C:38]([S:44][CH2:45][CH2:46][S:47]([C:50]2[CH:55]=[CH:54][CH:53]=[CH:52][CH:51]=2)(=[O:49])=[O:48])=[C:39]([CH:43]=1)[C:40]([OH:42])=O.[S:56]1[CH:60]=[CH:59][CH:58]=[C:57]1[CH2:61][NH2:62], predict the reaction product. The product is: [C:50]1([S:47]([CH2:46][CH2:45][S:44][C:38]2[N:37]=[CH:36][C:35]([CH3:34])=[CH:43][C:39]=2[C:40]([NH:62][CH2:61][C:57]2[S:56][CH:60]=[CH:59][CH:58]=2)=[O:42])(=[O:49])=[O:48])[CH:55]=[CH:54][CH:53]=[CH:52][CH:51]=1.